Dataset: Forward reaction prediction with 1.9M reactions from USPTO patents (1976-2016). Task: Predict the product of the given reaction. (1) The product is: [F:1][C:2]1[CH:3]=[CH:4][C:5]([C:8]2[C:13]([S:15]([OH:18])(=[O:17])=[O:16])=[CH:12][CH:11]=[CH:10][CH:9]=2)=[CH:6][CH:7]=1. Given the reactants [F:1][C:2]1[CH:7]=[CH:6][C:5]([C:8]2[CH:13]=[CH:12][CH:11]=[CH:10][CH:9]=2)=[CH:4][CH:3]=1.Cl[S:15]([OH:18])(=[O:17])=[O:16], predict the reaction product. (2) Given the reactants [CH3:1][O:2][C:3]1[CH:4]=[C:5]2[C:9](=[CH:10][C:11]=1[O:12][CH3:13])[N:8]([CH2:14][CH2:15][N:16]1[CH:20]=[C:19]([NH2:21])[CH:18]=[N:17]1)[CH2:7][CH2:6]2, predict the reaction product. The product is: [CH3:1][O:2][C:3]1[CH:4]=[C:5]2[C:9](=[CH:10][C:11]=1[O:12][CH3:13])[N:8]([CH2:14][CH2:15][N:16]1[CH:20]=[C:19]([NH2:21])[CH:18]=[N:17]1)[CH:7]=[CH:6]2. (3) Given the reactants [CH3:1][O:2][C:3]([C:5]1[C:6]([OH:28])=[C:7]2[C:12](=[CH:13][N:14]=1)[N:11]([CH2:15][CH:16]([CH2:19][CH3:20])[CH2:17][CH3:18])[C:10](=[O:21])[C:9]([C:22]1[CH:27]=[CH:26][CH:25]=[CH:24][CH:23]=1)=[CH:8]2)=[O:4].[Br:29]N1C(=O)CCC1=O, predict the reaction product. The product is: [CH3:1][O:2][C:3]([C:5]1[C:6]([OH:28])=[C:7]2[C:12](=[C:13]([Br:29])[N:14]=1)[N:11]([CH2:15][CH:16]([CH2:17][CH3:18])[CH2:19][CH3:20])[C:10](=[O:21])[C:9]([C:22]1[CH:23]=[CH:24][CH:25]=[CH:26][CH:27]=1)=[CH:8]2)=[O:4]. (4) Given the reactants C(OC(=O)[NH:10][C:11]1[C:16](=[O:17])[N:15]2[CH:18]([C:21](=[O:40])[NH:22][CH2:23][C:24]3[CH:29]=[CH:28][C:27]([C:30]([NH:32][C:33]([O:35][C:36]([CH3:39])([CH3:38])[CH3:37])=[O:34])=[NH:31])=[CH:26][CH:25]=3)[CH2:19][CH2:20][C:14]2=[N:13][CH:12]=1)C1C=CC=CC=1, predict the reaction product. The product is: [C:36]([O:35][C:33](=[O:34])[NH:32][C:30]([C:27]1[CH:28]=[CH:29][C:24]([CH2:23][NH:22][C:21]([C@H:18]2[N:15]3[C:16](=[O:17])[C:11]([NH2:10])=[CH:12][N:13]=[C:14]3[CH2:20][CH2:19]2)=[O:40])=[CH:25][CH:26]=1)=[NH:31])([CH3:39])([CH3:37])[CH3:38]. (5) Given the reactants [C:1]1([CH2:7][CH2:8][S:9]([N:12]2[CH2:17][CH2:16][CH:15]([CH2:18][NH2:19])[CH2:14][CH2:13]2)(=[O:11])=[O:10])[CH:6]=[CH:5][CH:4]=[CH:3][CH:2]=1.Cl[C:21]1[N:26]=[C:25]([NH2:27])[C:24]([N+:28]([O-:30])=[O:29])=[CH:23][CH:22]=1, predict the reaction product. The product is: [N+:28]([C:24]1[C:25]([NH2:27])=[N:26][C:21]([NH:19][CH2:18][CH:15]2[CH2:14][CH2:13][N:12]([S:9]([CH2:8][CH2:7][C:1]3[CH:6]=[CH:5][CH:4]=[CH:3][CH:2]=3)(=[O:10])=[O:11])[CH2:17][CH2:16]2)=[CH:22][CH:23]=1)([O-:30])=[O:29]. (6) Given the reactants [Cl:1][C:2]1[CH:3]=[C:4]([CH:6]=[CH:7][C:8]=1[N:9]1[CH2:14][CH2:13][CH2:12][CH2:11][N:10]1[CH3:15])[NH2:5].[Br:16][C:17]1[S:21][C:20]([C:22]([NH:24][C:25]([CH3:30])([CH3:29])[C:26](O)=[O:27])=[O:23])=[CH:19][CH:18]=1.CN(C(ON1N=NC2C=CC=NC1=2)=[N+](C)C)C.F[P-](F)(F)(F)(F)F.CN1CCOCC1, predict the reaction product. The product is: [CH3:30][C:25]([NH:24][C:22]([C:20]1[S:21][C:17]([Br:16])=[CH:18][CH:19]=1)=[O:23])([C:26](=[O:27])[NH:5][C:4]1[CH:6]=[CH:7][C:8]([N:9]2[CH2:14][CH2:13][CH2:12][CH2:11][N:10]2[CH3:15])=[C:2]([Cl:1])[CH:3]=1)[CH3:29]. (7) Given the reactants C([O:3][C:4](=[O:49])[CH2:5][CH2:6][CH2:7][O:8][C:9]1[CH:14]=[CH:13][CH:12]=[C:11]([CH2:15][CH2:16][CH2:17][CH2:18][CH2:19][CH2:20][O:21][C:22]2[CH:23]=[C:24]([C:32]3[CH:37]=[CH:36][C:35]([S:38]([CH3:41])(=[O:40])=[O:39])=[CH:34][CH:33]=3)[CH:25]=[C:26]([S:28]([CH3:31])(=[O:30])=[O:29])[CH:27]=2)[C:10]=1[CH2:42][CH2:43][C:44]([O:46]CC)=[O:45])C.[OH-].[Na+], predict the reaction product. The product is: [CH3:31][S:28]([C:26]1[CH:27]=[C:22]([O:21][CH2:20][CH2:19][CH2:18][CH2:17][CH2:16][CH2:15][C:11]2[C:10]([CH2:42][CH2:43][C:44]([OH:46])=[O:45])=[C:9]([CH:14]=[CH:13][CH:12]=2)[O:8][CH2:7][CH2:6][CH2:5][C:4]([OH:49])=[O:3])[CH:23]=[C:24]([C:32]2[CH:33]=[CH:34][C:35]([S:38]([CH3:41])(=[O:40])=[O:39])=[CH:36][CH:37]=2)[CH:25]=1)(=[O:30])=[O:29].